Dataset: Full USPTO retrosynthesis dataset with 1.9M reactions from patents (1976-2016). Task: Predict the reactants needed to synthesize the given product. (1) Given the product [ClH:43].[C:1]([N:4]1[C@@H:10]([CH3:11])[C@H:9]([NH:12][C:13](=[O:25])[C@@H:14]([NH:16][CH3:17])[CH3:15])[C:8](=[O:26])[N:7]([CH2:27][C:28]2[C:37]3[C:32](=[CH:33][CH:34]=[CH:35][CH:36]=3)[CH:31]=[CH:30][C:29]=2[CH3:38])[C:6]2[CH:39]=[CH:40][CH:41]=[CH:42][C:5]1=2)(=[O:3])[CH3:2], predict the reactants needed to synthesize it. The reactants are: [C:1]([N:4]1[C@@H:10]([CH3:11])[C@H:9]([NH:12][C:13](=[O:25])[C@@H:14]([N:16](C)[C:17](=O)OC(C)(C)C)[CH3:15])[C:8](=[O:26])[N:7]([CH2:27][C:28]2[C:37]3[C:32](=[CH:33][CH:34]=[CH:35][CH:36]=3)[CH:31]=[CH:30][C:29]=2[CH3:38])[C:6]2[CH:39]=[CH:40][CH:41]=[CH:42][C:5]1=2)(=[O:3])[CH3:2].[ClH:43]. (2) Given the product [Br:15][C:16]1[CH:17]=[C:18]([C:23]([NH:31][C:11]2[C:10]([CH3:13])=[N:9][C:8]([Cl:14])=[CH:7][CH:12]=2)=[O:24])[C:19]([Cl:22])=[N:20][CH:21]=1, predict the reactants needed to synthesize it. The reactants are: C([O-])(O)=O.[Na+].N[C:7]1[C:8]([Cl:14])=[N:9][C:10]([CH3:13])=[CH:11][CH:12]=1.[Br:15][C:16]1[CH:17]=[C:18]([C:23](Cl)=[O:24])[C:19]([Cl:22])=[N:20][CH:21]=1.BrC1C=C(C(O)=O)C(O)=[N:31]C=1.O=S(Cl)Cl. (3) Given the product [C:11]([N:3]1[CH:4]=[CH:5][N:6]([C:7]([CH3:10])([CH3:9])[CH3:8])[SiH:2]1[N:17]=[C:16]=[O:15])([CH3:14])([CH3:13])[CH3:12], predict the reactants needed to synthesize it. The reactants are: Cl[SiH:2]1[N:6]([C:7]([CH3:10])([CH3:9])[CH3:8])[CH:5]=[CH:4][N:3]1[C:11]([CH3:14])([CH3:13])[CH3:12].[O-:15][C:16]#[N:17].[K+]. (4) Given the product [C:1]1([C:11]2[CH:12]=[CH:13][CH:14]=[CH:15][CH:16]=2)[CH:10]=[CH:5][C:4]([NH:30][C:31]2[C:40]3[C:35](=[CH:36][CH:37]=[CH:38][CH:39]=3)[CH:34]=[CH:33][CH:32]=2)=[CH:3][CH:2]=1, predict the reactants needed to synthesize it. The reactants are: [C:1]1([C:11]2[CH:16]=[CH:15][C:14](N[C:4]3[CH:5]=[CH:10][C:1]([C:11]4[CH:12]=[CH:13][CH:14]=[CH:15][CH:16]=4)=[CH:2][CH:3]=3)=[CH:13][CH:12]=2)[C:10]2[C:5](=CC=CC=2)[CH:4]=[CH:3][CH:2]=1.[NH2:30][C:31]1[C:40]2[C:35](=[CH:36][CH:37]=[CH:38][CH:39]=2)[CH:34]=[CH:33][CH:32]=1.